From a dataset of Full USPTO retrosynthesis dataset with 1.9M reactions from patents (1976-2016). Predict the reactants needed to synthesize the given product. (1) Given the product [O:7]=[C:6]1[CH:5]([C:4]([O:3][CH2:1][CH3:2])=[O:21])[C:11](=[O:13])[CH2:10][CH2:9][N:8]1[N:15]1[CH2:20][CH2:19][CH2:18][CH2:17][CH2:16]1, predict the reactants needed to synthesize it. The reactants are: [CH2:1]([O:3][C:4](=[O:21])[CH2:5][C:6]([N:8]([N:15]1[CH2:20][CH2:19][CH2:18][CH2:17][CH2:16]1)[CH2:9][CH2:10][C:11]([O:13]C)=O)=[O:7])[CH3:2].C([O-])([O-])=O.[Cs+].[Cs+]. (2) Given the product [C:4]1([CH2:1][CH:2]=[CH:3][CH2:13][OH:14])[CH:9]=[CH:8][CH:7]=[CH:6][CH:5]=1, predict the reactants needed to synthesize it. The reactants are: [CH2:1]([C:4]1[CH:9]=[CH:8][CH:7]=[CH:6][CH:5]=1)[CH:2]=[CH2:3].C(O)/C=C\[CH2:13][OH:14]. (3) Given the product [CH:2]1([NH:8][C:9]2[C:14]([CH3:15])=[C:13]([CH3:16])[N:12]=[C:11]([NH:17][CH2:18][C:19]3[CH:26]=[N:25][CH:22]=[CH:23][CH:24]=3)[N:10]=2)[CH2:3][CH2:4][CH2:5][CH2:6][CH2:7]1, predict the reactants needed to synthesize it. The reactants are: Cl.[CH:2]1([NH:8][C:9]2[C:14]([CH3:15])=[C:13]([CH3:16])[N:12]=[C:11]([NH:17][CH2:18][C:19]3[CH:24]=[CH:23][CH:22]=CN=3)[N:10]=2)[CH2:7][CH2:6][CH2:5][CH2:4][CH2:3]1.[N:25]1C=CC=C(CN)[CH:26]=1. (4) Given the product [N+:1]([C:4]1[CH:13]=[CH:12][CH:11]=[C:10]2[C:5]=1[CH:6]=[CH:7][N:15]([CH2:16][CH:17]1[CH2:20][N:19]([C:21]([O:23][C:24]([CH3:27])([CH3:26])[CH3:25])=[O:22])[CH2:18]1)[C:9]2=[O:14])([O-:3])=[O:2], predict the reactants needed to synthesize it. The reactants are: [N+:1]([C:4]1[CH:13]=[CH:12][CH:11]=[C:10]2[C:5]=1[CH:6]=[CH:7]O[C:9]2=[O:14])([O-:3])=[O:2].[NH2:15][CH2:16][CH:17]1[CH2:20][N:19]([C:21]([O:23][C:24]([CH3:27])([CH3:26])[CH3:25])=[O:22])[CH2:18]1.CO.